From a dataset of NCI-60 drug combinations with 297,098 pairs across 59 cell lines. Regression. Given two drug SMILES strings and cell line genomic features, predict the synergy score measuring deviation from expected non-interaction effect. Drug 1: CN1C(=O)N2C=NC(=C2N=N1)C(=O)N. Drug 2: CC(C)NC(=O)C1=CC=C(C=C1)CNNC.Cl. Cell line: MOLT-4. Synergy scores: CSS=-1.40, Synergy_ZIP=0.497, Synergy_Bliss=-1.46, Synergy_Loewe=-1.49, Synergy_HSA=-4.13.